Dataset: Catalyst prediction with 721,799 reactions and 888 catalyst types from USPTO. Task: Predict which catalyst facilitates the given reaction. Reactant: [N+:1]([C:4]1[CH:5]=[C:6]([CH:9]=[CH:10][C:11]=1[Cl:12])[CH:7]=O)([O-:3])=[O:2].C([O-])(=O)C.[NH4+].[N+:18]([CH2:21][CH3:22])([O-:20])=[O:19]. Product: [Cl:12][C:11]1[CH:10]=[CH:9][C:6](/[CH:7]=[C:21](/[N+:18]([O-:20])=[O:19])\[CH3:22])=[CH:5][C:4]=1[N+:1]([O-:3])=[O:2]. The catalyst class is: 2.